This data is from Reaction yield outcomes from USPTO patents with 853,638 reactions. The task is: Predict the reaction yield, written as a fraction of the theoretical maximum amount of product (1.0 means a 100% yield; for example, 0.34 means a 34% yield). The catalyst is CO. The product is [CH3:8][O:9][C:10]1[CH:17]=[C:16]([O:18][CH3:19])[CH:15]=[CH:14][C:11]=1[CH2:12][NH:1][CH2:2][CH2:3][CH2:4][CH2:5][CH2:6][OH:7]. The yield is 0.650. The reactants are [NH2:1][CH2:2][CH2:3][CH2:4][CH2:5][CH2:6][OH:7].[CH3:8][O:9][C:10]1[CH:17]=[C:16]([O:18][CH3:19])[CH:15]=[CH:14][C:11]=1[CH:12]=O.C(O)(=O)C.[BH4-].[Na+].C([O-])(O)=O.[Na+].